This data is from Forward reaction prediction with 1.9M reactions from USPTO patents (1976-2016). The task is: Predict the product of the given reaction. Given the reactants [CH3:1][O:2][C:3]1[CH:4]=[C:5]([CH:20]=[CH:21][C:22]=1[O:23][CH3:24])[C:6]([N:8]1[C:17]2[C:12](=[CH:13][CH:14]=[CH:15][CH:16]=2)[C@H:11](O)[CH2:10][C@@H:9]1[CH3:19])=[O:7].[NH:25]1[C:34]2[C:29](=[CH:30][C:31]([NH:35][C:36](=[O:42])[O:37][C:38]([CH3:41])([CH3:40])[CH3:39])=[CH:32][CH:33]=2)[CH2:28][CH2:27][CH2:26]1, predict the reaction product. The product is: [CH3:1][O:2][C:3]1[CH:4]=[C:5]([CH:20]=[CH:21][C:22]=1[O:23][CH3:24])[C:6]([N:8]1[C:17]2[C:12](=[CH:13][CH:14]=[CH:15][CH:16]=2)[CH:11]([N:25]2[C:34]3[C:29](=[CH:30][C:31]([NH:35][C:36](=[O:42])[O:37][C:38]([CH3:40])([CH3:39])[CH3:41])=[CH:32][CH:33]=3)[CH2:28][CH2:27][CH2:26]2)[CH2:10][CH:9]1[CH3:19])=[O:7].